From a dataset of Full USPTO retrosynthesis dataset with 1.9M reactions from patents (1976-2016). Predict the reactants needed to synthesize the given product. (1) Given the product [CH2:1]([N:7]([CH2:21][C:22]1[CH:23]=[CH:24][C:25]([C:28]#[C:29][C:30]2[CH:31]=[CH:32][C:33]([O:36][CH3:37])=[CH:34][CH:35]=2)=[CH:26][CH:27]=1)[C:8]1[CH:20]=[CH:19][C:11]([OH:12])=[C:10]([CH:9]=1)[C:15]([OH:16])=[O:14])[CH2:2][CH2:3][CH2:4][CH2:5][CH3:6], predict the reactants needed to synthesize it. The reactants are: [CH2:1]([N:7]([CH2:21][C:22]1[CH:27]=[CH:26][C:25]([C:28]#[C:29][C:30]2[CH:35]=[CH:34][C:33]([O:36][CH3:37])=[CH:32][CH:31]=2)=[CH:24][CH:23]=1)[C:8]1[CH:20]=[CH:19][C:11]2[O:12]C(C)(C)[O:14][C:15](=[O:16])[C:10]=2[CH:9]=1)[CH2:2][CH2:3][CH2:4][CH2:5][CH3:6].[OH-].[Na+]. (2) Given the product [C:12]([N:8]1[C:9]2[C:4](=[CH:3][C:2]([N:28]3[CH2:27][CH2:26][N:25]([C:31]([O:33][C:34]([CH3:37])([CH3:36])[CH3:35])=[O:32])[CH2:30][CH2:29]3)=[CH:11][CH:10]=2)[C@H:5]([NH:18][C:19]2[N:24]=[CH:23][CH:22]=[CH:21][N:20]=2)[C@@H:6]([CH3:17])[C@@H:7]1[CH2:15][CH3:16])(=[O:14])[CH3:13], predict the reactants needed to synthesize it. The reactants are: Br[C:2]1[CH:3]=[C:4]2[C:9](=[CH:10][CH:11]=1)[N:8]([C:12](=[O:14])[CH3:13])[C@@H:7]([CH2:15][CH3:16])[C@H:6]([CH3:17])[C@H:5]2[NH:18][C:19]1[N:24]=[CH:23][CH:22]=[CH:21][N:20]=1.[N:25]1([C:31]([O:33][C:34]([CH3:37])([CH3:36])[CH3:35])=[O:32])[CH2:30][CH2:29][NH:28][CH2:27][CH2:26]1.CN(C1C(C2C(P(C3CCCCC3)C3CCCCC3)=CC=CC=2)=CC=CC=1)C.CC(C)([O-])C.[Na+]. (3) Given the product [Br:6][C:7]1[N:16]=[C:10]2[CH:11]=[CH:12][CH:13]=[C:14]([CH:23]([CH:20]3[CH2:21][CH2:22][O:17][CH2:18][CH2:19]3)[OH:24])[N:9]2[N:8]=1, predict the reactants needed to synthesize it. The reactants are: C([Li])CCC.[Br:6][C:7]1[N:16]=[C:10]2[CH:11]=[CH:12][CH:13]=[C:14](Br)[N:9]2[N:8]=1.[O:17]1[CH2:22][CH2:21][CH:20]([CH:23]=[O:24])[CH2:19][CH2:18]1. (4) The reactants are: [CH2:1]([C:3]1[CH:4]=[C:5]([CH:10]=[CH:11][C:12]=1[N:13]([CH3:24])[C:14]1[N:19]=[CH:18][C:17]2[N:20]=[CH:21][N:22]([CH3:23])[C:16]=2[CH:15]=1)[C:6](=[N:8][OH:9])[NH2:7])[CH3:2].[C:25]([CH2:27][CH2:28][C:29](O)=O)#[N:26].F[P-](F)(F)(F)(F)F.N1(OC(N(C)C)=[N+](C)C)C2N=CC=CC=2N=N1.C(N(C(C)C)CC)(C)C. Given the product [CH2:1]([C:3]1[CH:4]=[C:5]([C:6]2[N:7]=[C:29]([CH2:28][CH2:27][C:25]#[N:26])[O:9][N:8]=2)[CH:10]=[CH:11][C:12]=1[N:13]([CH3:24])[C:14]1[N:19]=[CH:18][C:17]2[N:20]=[CH:21][N:22]([CH3:23])[C:16]=2[CH:15]=1)[CH3:2], predict the reactants needed to synthesize it. (5) The reactants are: [Br:1][C:2]1[CH:3]=[N:4][N:5]([CH3:25])[C:6]=1[C:7]1[CH:8]=[C:9]([NH2:24])[CH:10]=[CH:11][C:12]=1[O:13][CH2:14][CH2:15][N:16]1[CH2:21][CH2:20][CH:19]([O:22][CH3:23])[CH2:18][CH2:17]1.[F:26][C:27]1[CH:28]=[C:29]([CH:33]=[CH:34][CH:35]=1)[C:30](Cl)=[O:31].C(N(CC)CC)C. Given the product [Br:1][C:2]1[CH:3]=[N:4][N:5]([CH3:25])[C:6]=1[C:7]1[CH:8]=[C:9]([NH:24][C:30](=[O:31])[C:29]2[CH:33]=[CH:34][CH:35]=[C:27]([F:26])[CH:28]=2)[CH:10]=[CH:11][C:12]=1[O:13][CH2:14][CH2:15][N:16]1[CH2:17][CH2:18][CH:19]([O:22][CH3:23])[CH2:20][CH2:21]1, predict the reactants needed to synthesize it. (6) Given the product [CH3:4][C:2]([O:5][C:6]([NH:8][C:9]1([C:15]([O:17][CH3:18])=[O:16])[CH2:10][CH2:11][O:12][CH2:13][CH2:14]1)=[O:7])([CH3:1])[CH3:3], predict the reactants needed to synthesize it. The reactants are: [CH3:1][C:2]([O:5][C:6]([NH:8][C:9]1([C:15]([OH:17])=[O:16])[CH2:14][CH2:13][O:12][CH2:11][CH2:10]1)=[O:7])([CH3:4])[CH3:3].[CH3:18][Si](C=[N+]=[N-])(C)C. (7) Given the product [F:30][C:31]1[CH:32]=[C:33]([C:37]2[N:39]=[C:27]([CH:12]3[CH2:13][CH:14]([C:16]4[CH:21]=[CH:20][C:19]([CH3:22])=[C:18]([C:23]([F:25])([F:24])[F:26])[CH:17]=4)[CH2:15][N:10]([C:8]([N:5]4[CH2:6][CH2:7][CH:2]([OH:1])[CH2:3][CH2:4]4)=[O:9])[CH2:11]3)[O:28][N:38]=2)[CH:34]=[CH:35][CH:36]=1, predict the reactants needed to synthesize it. The reactants are: [OH:1][CH:2]1[CH2:7][CH2:6][N:5]([C:8]([N:10]2[CH2:15][CH:14]([C:16]3[CH:21]=[CH:20][C:19]([CH3:22])=[C:18]([C:23]([F:26])([F:25])[F:24])[CH:17]=3)[CH2:13][CH:12]([C:27](O)=[O:28])[CH2:11]2)=[O:9])[CH2:4][CH2:3]1.[F:30][C:31]1[CH:32]=[C:33]([C:37](=[N:39]O)[NH2:38])[CH:34]=[CH:35][CH:36]=1. (8) Given the product [CH3:21][C:22]1[CH:30]=[CH:29][CH:28]=[CH:27][C:23]=1[C:24]([O:18][C:5]1[CH:4]=[CH:3][C:2]([CH3:1])=[C:7]([CH3:8])[C:6]=1[C:9]1[C:14]([CH3:15])=[C:13]([CH3:16])[CH:12]=[CH:11][C:10]=1[O:17][C:24](=[O:25])[C:23]1[CH:27]=[CH:28][CH:29]=[CH:30][C:22]=1[CH3:21])=[O:25], predict the reactants needed to synthesize it. The reactants are: [CH3:1][C:2]1[C:7]([CH3:8])=[C:6]([C:9]2[C:10]([OH:17])=[CH:11][CH:12]=[C:13]([CH3:16])[C:14]=2[CH3:15])[C:5]([OH:18])=[CH:4][CH:3]=1.[H-].[Na+].[CH3:21][C:22]1[CH:30]=[CH:29][CH:28]=[CH:27][C:23]=1[C:24](Cl)=[O:25]. (9) Given the product [CH3:37][O:36][C:31]1[CH:32]=[CH:33][CH:34]=[CH:35][C:30]=1[C:28]1[N:25]=[C:23]([NH:22][C@H:11]([C:9]2[N:10]=[C:6]([C:2]3[S:1][CH:5]=[CH:4][CH:3]=3)[S:7][CH:8]=2)[CH2:12][C:13]2[CH:14]=[CH:15][C:16]([N+:19]([O-:21])=[O:20])=[CH:17][CH:18]=2)[S:24][CH:27]=1, predict the reactants needed to synthesize it. The reactants are: [S:1]1[CH:5]=[CH:4][CH:3]=[C:2]1[C:6]1[S:7][CH:8]=[C:9]([C@@H:11]([NH:22][C:23]([NH2:25])=[S:24])[CH2:12][C:13]2[CH:18]=[CH:17][C:16]([N+:19]([O-:21])=[O:20])=[CH:15][CH:14]=2)[N:10]=1.Br[CH2:27][C:28]([C:30]1[CH:35]=[CH:34][CH:33]=[CH:32][C:31]=1[O:36][CH3:37])=O. (10) Given the product [F:9][C:10]1[CH:15]=[CH:14][CH:13]=[CH:12][C:11]=1[N:16]1[C:20]([CH2:21][CH2:22][CH2:23][CH2:24][O:25][CH3:26])=[C:19]([C:27]([N:29]([CH2:45][CH:46]([CH3:48])[CH3:47])[C@H:30]2[CH2:35][C@@H:34]([CH:36]3[CH2:2][O:37]3)[CH2:33][N:32]([C:38]([O:40][C:41]([CH3:42])([CH3:43])[CH3:44])=[O:39])[CH2:31]2)=[O:28])[N:18]=[N:17]1, predict the reactants needed to synthesize it. The reactants are: [I-].[CH3:2][S+](C)(C)=O.[H-].[Na+].[F:9][C:10]1[CH:15]=[CH:14][CH:13]=[CH:12][C:11]=1[N:16]1[C:20]([CH2:21][CH2:22][CH2:23][CH2:24][O:25][CH3:26])=[C:19]([C:27]([N:29]([CH2:45][CH:46]([CH3:48])[CH3:47])[C@H:30]2[CH2:35][C@@H:34]([CH:36]=[O:37])[CH2:33][N:32]([C:38]([O:40][C:41]([CH3:44])([CH3:43])[CH3:42])=[O:39])[CH2:31]2)=[O:28])[N:18]=[N:17]1.